From a dataset of Catalyst prediction with 721,799 reactions and 888 catalyst types from USPTO. Predict which catalyst facilitates the given reaction. (1) Reactant: [C:1]([N:9]=[C:10]=[S:11])(=[O:8])[C:2]1[CH:7]=[CH:6][CH:5]=[CH:4][CH:3]=1.[NH2:12][C:13]([CH2:18][CH3:19])([CH2:16][CH3:17])[CH2:14][OH:15].CCCCCC. Product: [CH2:16]([C:13]([NH:12][C:10]([NH:9][C:1](=[O:8])[C:2]1[CH:7]=[CH:6][CH:5]=[CH:4][CH:3]=1)=[S:11])([CH2:14][OH:15])[CH2:18][CH3:19])[CH3:17]. The catalyst class is: 7. (2) Reactant: C[Si]([N-][Si](C)(C)C)(C)C.[Na+].[CH2:23]([O:18][C:19]1[CH:26]=[CH:25][C:22]([CH:23]=[O:18])=[CH:21][CH:20]=1)[C:22]1[CH:25]=[CH:26][CH:19]=[CH:20][CH:21]=1.[CH3:27][O:28][CH2:29][C:30]([O:32][CH3:33])=[O:31].Cl.N1C=CC=CC=1.FC(F)(F)C(OC(=O)C(F)(F)F)=O. Product: [OH:18][C:19]1[CH:20]=[CH:21][C:22]([CH2:23][CH:29]([O:28][CH3:27])[C:30]([O:32][CH3:33])=[O:31])=[CH:25][CH:26]=1. The catalyst class is: 20.